The task is: Predict which catalyst facilitates the given reaction.. This data is from Catalyst prediction with 721,799 reactions and 888 catalyst types from USPTO. (1) Product: [Cl:20][C:21]1[N:22]=[CH:23][N:24]=[C:25]([N:8]2[CH2:9][CH2:10][C:5]3([O:4][CH2:3][CH2:2][O:1]3)[CH2:6][CH2:7]2)[CH:26]=1. Reactant: [O:1]1[C:5]2([CH2:10][CH2:9][NH:8][CH2:7][CH2:6]2)[O:4][CH2:3][CH2:2]1.C(N(C(C)C)CC)(C)C.[Cl:20][C:21]1[CH:26]=[C:25](Cl)[N:24]=[CH:23][N:22]=1. The catalyst class is: 8. (2) Reactant: [Br:1][C:2]1[CH:3]=[C:4]([CH:7]=[CH:8][C:9]=1[F:10])[CH:5]=O.[O:11]=[C:12]1[C:20]2[C:15](=[CH:16][CH:17]=[CH:18][CH:19]=2)[CH:14](P(=O)(OC)OC)[O:13]1. Product: [Br:1][C:2]1[CH:3]=[C:4]([CH:7]=[CH:8][C:9]=1[F:10])[CH:5]=[C:14]1[C:15]2[C:20](=[CH:19][CH:18]=[CH:17][CH:16]=2)[C:12](=[O:11])[O:13]1. The catalyst class is: 1. (3) Reactant: [C:1]([O:5][C:6](=[O:18])[NH:7][C:8]([C:11]1[CH:16]=[CH:15][C:14](Br)=[CH:13][CH:12]=1)([CH3:10])[CH3:9])([CH3:4])([CH3:3])[CH3:2].[CH3:19][C:20]1([CH3:36])[C:24]([CH3:26])([CH3:25])[O:23][B:22]([B:22]2[O:23][C:24]([CH3:26])([CH3:25])[C:20]([CH3:36])([CH3:19])[O:21]2)[O:21]1.C([O-])(=O)C.[K+]. Product: [CH3:9][C:8]([NH:7][C:6](=[O:18])[O:5][C:1]([CH3:4])([CH3:3])[CH3:2])([C:11]1[CH:16]=[CH:15][C:14]([B:22]2[O:23][C:24]([CH3:26])([CH3:25])[C:20]([CH3:36])([CH3:19])[O:21]2)=[CH:13][CH:12]=1)[CH3:10]. The catalyst class is: 16. (4) Reactant: [Cl:1][C:2]1[CH:3]=[C:4]2[C:9](=[C:10]([Cl:12])[CH:11]=1)[CH2:8][N:7]([CH3:13])[CH2:6][CH:5]2[C:14]1[CH:15]=[C:16]([NH2:20])[CH:17]=[CH:18][CH:19]=1.[CH2:21]([S:23](Cl)(=[O:25])=[O:24])[CH3:22]. Product: [ClH:1].[Cl:1][C:2]1[CH:3]=[C:4]2[C:9](=[C:10]([Cl:12])[CH:11]=1)[CH2:8][N:7]([CH3:13])[CH2:6][CH:5]2[C:14]1[CH:15]=[C:16]([NH:20][S:23]([CH2:21][CH3:22])(=[O:25])=[O:24])[CH:17]=[CH:18][CH:19]=1. The catalyst class is: 383.